From a dataset of Catalyst prediction with 721,799 reactions and 888 catalyst types from USPTO. Predict which catalyst facilitates the given reaction. (1) Reactant: [CH:1](=O)[CH2:2][CH:3]([CH3:5])[CH3:4].[NH:7]1[CH2:11][CH2:10][CH2:9][CH2:8]1.C(O[BH-](OC(=O)C)OC(=O)C)(=O)C.[Na+]. Product: [CH2:1]([N:7]1[CH2:11][CH2:10][CH2:9][CH2:8]1)[CH2:2][CH:3]([CH3:5])[CH3:4]. The catalyst class is: 7. (2) Reactant: [Br:1][C:2]1[CH:7]=[CH:6][CH:5]=[CH:4][C:3]=1[S:8][CH2:9][CH:10]=[C:11]([CH3:13])[CH3:12].C1(C)C=CC(S(O)(=O)=O)=CC=1. Product: [CH3:12][C:11]1([CH3:13])[C:4]2[C:3](=[C:2]([Br:1])[CH:7]=[CH:6][CH:5]=2)[S:8][CH2:9][CH2:10]1. The catalyst class is: 11.